From a dataset of Reaction yield outcomes from USPTO patents with 853,638 reactions. Predict the reaction yield, written as a fraction of the theoretical maximum amount of product (1.0 means a 100% yield; for example, 0.34 means a 34% yield). The reactants are [Cl:1][C:2]1[C:10]2[O:9][CH2:8][O:7][C:6]=2[CH:5]=[C:4]([CH2:11]Cl)[CH:3]=1.[C-:13]#[N:14].[Na+].O. The catalyst is CS(C)=O. The product is [Cl:1][C:2]1[C:10]2[O:9][CH2:8][O:7][C:6]=2[CH:5]=[C:4]([CH2:11][C:13]#[N:14])[CH:3]=1. The yield is 0.580.